Dataset: Peptide-MHC class I binding affinity with 185,985 pairs from IEDB/IMGT. Task: Regression. Given a peptide amino acid sequence and an MHC pseudo amino acid sequence, predict their binding affinity value. This is MHC class I binding data. (1) The peptide sequence is ALLEACLRV. The MHC is HLA-A02:01 with pseudo-sequence HLA-A02:01. The binding affinity (normalized) is 0.826. (2) The peptide sequence is EFWEGVFTGL. The MHC is Patr-A0701 with pseudo-sequence Patr-A0701. The binding affinity (normalized) is 0.703. (3) The peptide sequence is QLLIAILLL. The MHC is Mamu-A70103 with pseudo-sequence YYAMYREIMTATYGNTAYFKYEFYTWAAHTYEWY. The binding affinity (normalized) is 0.000915. (4) The peptide sequence is LIQKALFMH. The MHC is Mamu-A70103 with pseudo-sequence Mamu-A70103. The binding affinity (normalized) is 0.245.